Predict the product of the given reaction. From a dataset of Forward reaction prediction with 1.9M reactions from USPTO patents (1976-2016). Given the reactants [CH:1]1([C:6]2[CH:7]=[C:8]([CH:11]=[C:12]([O:14][CH3:15])[N:13]=2)[C:9]#[N:10])[CH2:5][CH2:4][CH2:3][CH2:2]1.Cl.[NH2:17][OH:18].C([O-])(O)=O.[Na+], predict the reaction product. The product is: [CH:1]1([C:6]2[CH:7]=[C:8]([CH:11]=[C:12]([O:14][CH3:15])[N:13]=2)[C:9]([NH:17][OH:18])=[NH:10])[CH2:2][CH2:3][CH2:4][CH2:5]1.